The task is: Regression. Given a peptide amino acid sequence and an MHC pseudo amino acid sequence, predict their binding affinity value. This is MHC class I binding data.. This data is from Peptide-MHC class I binding affinity with 185,985 pairs from IEDB/IMGT. (1) The peptide sequence is YMIMVKCWM. The MHC is HLA-A02:01 with pseudo-sequence HLA-A02:01. The binding affinity (normalized) is 0.503. (2) The peptide sequence is FTARIIIFS. The MHC is HLA-A02:12 with pseudo-sequence HLA-A02:12. The binding affinity (normalized) is 0.0847. (3) The peptide sequence is WRIPERLERW. The MHC is Mamu-B17 with pseudo-sequence Mamu-B17. The binding affinity (normalized) is 0.456. (4) The peptide sequence is YSLVFVILM. The MHC is Mamu-A01 with pseudo-sequence Mamu-A01. The binding affinity (normalized) is 0.172. (5) The peptide sequence is EMADITGSSP. The binding affinity (normalized) is 0.00627. The MHC is HLA-A26:01 with pseudo-sequence HLA-A26:01.